Dataset: Catalyst prediction with 721,799 reactions and 888 catalyst types from USPTO. Task: Predict which catalyst facilitates the given reaction. (1) Reactant: [Cl:1][C:2]1[C:11]2[C:6](=[CH:7][CH:8]=[CH:9][CH:10]=2)[C:5]([OH:12])=[C:4]([C:13]([OH:15])=O)[N:3]=1.F[P-](F)(F)(F)(F)F.N1([O+]=C(N(C)C)N(C)C)C2C=CC=CC=2N=N1.[C:40]([O:44][C:45](=[O:50])[NH:46][CH2:47][CH2:48][NH2:49])([CH3:43])([CH3:42])[CH3:41].C(N(C(C)C)C(C)C)C. Product: [C:40]([O:44][C:45](=[O:50])[NH:46][CH2:47][CH2:48][NH:49][C:13]([C:4]1[N:3]=[C:2]([Cl:1])[C:11]2[C:6]([C:5]=1[OH:12])=[CH:7][CH:8]=[CH:9][CH:10]=2)=[O:15])([CH3:43])([CH3:41])[CH3:42]. The catalyst class is: 4. (2) The catalyst class is: 5. Reactant: [CH:1]([O:4][C:5]1[CH:10]=[CH:9][CH:8]=[CH:7][C:6]=1[N:11]=[C:12]=[S:13])([CH3:3])[CH3:2].[NH3:14]. Product: [CH:1]([O:4][C:5]1[CH:10]=[CH:9][CH:8]=[CH:7][C:6]=1[NH:11][C:12]([NH2:14])=[S:13])([CH3:3])[CH3:2]. (3) Reactant: [C:1]1([OH:7])[CH:6]=[CH:5][CH:4]=[CH:3][CH:2]=1.Cl[CH2:9][CH2:10][CH2:11][CH2:12][OH:13].C([O-])([O-])=O.[Cs+].[Cs+]. Product: [O:7]([CH2:9][CH2:10][CH2:11][CH2:12][OH:13])[C:1]1[CH:6]=[CH:5][CH:4]=[CH:3][CH:2]=1. The catalyst class is: 3. (4) Reactant: [NH2:1][C:2]1[C:7]([C:8]#[N:9])=[C:6]([C:10]2[CH:15]=[CH:14][C:13]([O:16][CH2:17][CH2:18][OH:19])=[CH:12][CH:11]=2)[C:5]([C:20]#[N:21])=[C:4]([S:22][CH2:23][C:24]2[N:25]=[C:26]([C:29]3[CH:34]=[CH:33][C:32]([Cl:35])=[CH:31][CH:30]=3)[S:27][CH:28]=2)[N:3]=1.Cl.[CH3:37][N:38]([CH3:43])[CH2:39][C:40]([OH:42])=O.Cl.CN(C)CCCN=C=NCC.[CH3:56][N:57]([CH3:62])[CH2:58][C:59](O)=[O:60].C(=O)(O)[O-].[Na+]. Product: [CH3:56][N:57]([CH3:62])[CH2:58][C:59]([O:19][CH2:18][CH2:17][O:16][C:13]1[CH:12]=[CH:11][C:10]([C:6]2[C:7]([C:8]#[N:9])=[C:2]([NH:1][C:40](=[O:42])[CH2:39][N:38]([CH3:43])[CH3:37])[N:3]=[C:4]([S:22][CH2:23][C:24]3[N:25]=[C:26]([C:29]4[CH:30]=[CH:31][C:32]([Cl:35])=[CH:33][CH:34]=4)[S:27][CH:28]=3)[C:5]=2[C:20]#[N:21])=[CH:15][CH:14]=1)=[O:60]. The catalyst class is: 119. (5) Reactant: [Br:1][C:2]1[CH:3]=[C:4]([CH3:9])[C:5](Cl)=[N:6][CH:7]=1.[F:10][C:11]([F:18])([F:17])[C:12]1[CH:13]=[N:14][NH:15][CH:16]=1.C(=O)([O-])[O-].[K+].[K+]. Product: [Br:1][C:2]1[CH:3]=[C:4]([CH3:9])[C:5]([N:14]2[CH:13]=[C:12]([C:11]([F:18])([F:17])[F:10])[CH:16]=[N:15]2)=[N:6][CH:7]=1. The catalyst class is: 9.